Dataset: Forward reaction prediction with 1.9M reactions from USPTO patents (1976-2016). Task: Predict the product of the given reaction. (1) Given the reactants [BrH:1].[Cl:2][C:3]1[CH:12]=[C:11]2[C:6]([CH:7]=[CH:8][CH:9]=[C:10]2[C:13]2[N:14]3[CH2:20][CH2:19][N:18]=[C:15]3[S:16][CH:17]=2)=[CH:5][CH:4]=1.C([O-])(O)=O.[Na+].BrBr, predict the reaction product. The product is: [BrH:1].[Br:1][C:17]1[S:16][C:15]2=[N:18][CH2:19][CH2:20][N:14]2[C:13]=1[C:10]1[C:11]2[C:6](=[CH:5][CH:4]=[C:3]([Cl:2])[CH:12]=2)[CH:7]=[CH:8][CH:9]=1. (2) Given the reactants [CH3:1][C:2]([CH3:7])([CH3:6])[C@H:3]([NH2:5])[CH3:4].C(N(CC)CC)C.[Cl:15][C:16]1[C:21]([C:22]2[C:27]([F:28])=[CH:26][C:25]([F:29])=[CH:24][C:23]=2[F:30])=[C:20](Cl)[N:19]2[N:32]=[CH:33][N:34]=[C:18]2[N:17]=1, predict the reaction product. The product is: [Cl:15][C:16]1[C:21]([C:22]2[C:23]([F:30])=[CH:24][C:25]([F:29])=[CH:26][C:27]=2[F:28])=[C:20]([NH:5][C@@H:3]([C:2]([CH3:7])([CH3:6])[CH3:1])[CH3:4])[N:19]2[N:32]=[CH:33][N:34]=[C:18]2[N:17]=1. (3) Given the reactants C[Si](Cl)(C)C.[CH3:6][O:7][C:8]1[CH:9]=[CH:10][C:11]([N+:31]([O-:33])=[O:32])=[C:12]([CH2:14][C:15]([NH:17][CH:18]2[CH2:23][CH2:22][N:21]([CH2:24][C:25]3[CH:30]=[CH:29][CH:28]=[CH:27][CH:26]=3)[CH2:20][CH2:19]2)=O)[CH:13]=1.[BH4-].[Li+].Cl, predict the reaction product. The product is: [CH3:6][O:7][C:8]1[CH:9]=[CH:10][C:11]([N+:31]([O-:33])=[O:32])=[C:12]([CH2:14][CH2:15][NH:17][CH:18]2[CH2:19][CH2:20][N:21]([CH2:24][C:25]3[CH:26]=[CH:27][CH:28]=[CH:29][CH:30]=3)[CH2:22][CH2:23]2)[CH:13]=1. (4) Given the reactants C([O:8][CH2:9][C@H:10]([N:16]1[CH2:21][CH2:20][C@@H:19]([CH2:22][C:23]([OH:25])=[O:24])[CH2:18][C@H:17]1[C:26]1[CH:31]=[CH:30][C:29]([C:32]([F:35])([F:34])[F:33])=[CH:28][CH:27]=1)[C:11]#[C:12][C:13]([CH3:15])=[CH2:14])C1C=CC=CC=1, predict the reaction product. The product is: [OH:8][CH2:9][C@H:10]([N:16]1[CH2:21][CH2:20][C@@H:19]([CH2:22][C:23]([OH:25])=[O:24])[CH2:18][C@H:17]1[C:26]1[CH:31]=[CH:30][C:29]([C:32]([F:35])([F:33])[F:34])=[CH:28][CH:27]=1)[CH2:11][CH2:12][CH:13]([CH3:14])[CH3:15]. (5) Given the reactants [F:1][C:2]1[CH:3]=[C:4]([CH:7]=[CH:8][C:9]=1F)[CH:5]=[O:6].[OH:11][C:12]1[CH:19]=[CH:18][C:15]([C:16]#[N:17])=[C:14]([C:20]([F:23])([F:22])[F:21])[CH:13]=1, predict the reaction product. The product is: [F:1][C:2]1[CH:3]=[C:4]([CH:5]=[O:6])[CH:7]=[CH:8][C:9]=1[O:11][C:12]1[CH:19]=[CH:18][C:15]([C:16]#[N:17])=[C:14]([C:20]([F:21])([F:22])[F:23])[CH:13]=1. (6) Given the reactants Cl[CH2:2][C:3]([NH:5][C:6]1[CH:19]=[CH:18][C:17]2[C:16](=[O:20])[C:15]3[C:10](=[CH:11][C:12]([NH:21][C:22](=[O:25])[CH2:23]Cl)=[CH:13][CH:14]=3)[C:9](=[O:26])[C:8]=2[CH:7]=1)=[O:4].[CH2:27]([NH2:31])[CH:28]([CH3:30])[CH3:29].[N:32]1[CH:37]=[CH:36][CH:35]=CC=1.[CH3:38]N(C)C=O, predict the reaction product. The product is: [CH2:27]([NH:31][CH2:2][C:3]([NH:5][C:6]1[CH:19]=[CH:18][C:17]2[C:16](=[O:20])[C:15]3[C:10](=[CH:11][C:12]([NH:21][C:22](=[O:25])[CH2:23][NH:32][CH2:37][CH:36]([CH3:38])[CH3:35])=[CH:13][CH:14]=3)[C:9](=[O:26])[C:8]=2[CH:7]=1)=[O:4])[CH:28]([CH3:30])[CH3:29].